From a dataset of Forward reaction prediction with 1.9M reactions from USPTO patents (1976-2016). Predict the product of the given reaction. (1) Given the reactants CS([C:5]1[N:10]=[C:9]([O:11][C:12]2[CH:17]=[CH:16][C:15]([F:18])=[C:14]([F:19])[CH:13]=2)[C:8]([C:20]2[CH:25]=[CH:24][C:23]([Cl:26])=[CH:22][CH:21]=2)=[C:7]([C:27]2[CH:32]=[CH:31][C:30]([Cl:33])=[CH:29][C:28]=2[Cl:34])[N:6]=1)(=O)=O.[CH3:35][NH:36][CH3:37], predict the reaction product. The product is: [CH3:35][N:36]([CH3:37])[C:5]1[N:10]=[C:9]([O:11][C:12]2[CH:17]=[CH:16][C:15]([F:18])=[C:14]([F:19])[CH:13]=2)[C:8]([C:20]2[CH:25]=[CH:24][C:23]([Cl:26])=[CH:22][CH:21]=2)=[C:7]([C:27]2[CH:32]=[CH:31][C:30]([Cl:33])=[CH:29][C:28]=2[Cl:34])[N:6]=1. (2) Given the reactants [O:1]=[C:2]1[CH2:7][N:6]=[CH:5][C:4]2[CH:8]=[CH:9][S:10][C:3]1=2.CN(C=O)C.[H-].[Na+].[Cl:18][C:19]1[CH:24]=[CH:23][C:22](I)=[CH:21][CH:20]=1, predict the reaction product. The product is: [Cl:18][C:19]1[CH:24]=[CH:23][C:22]([O:1][C:2]2[C:3]3[S:10][CH:9]=[CH:8][C:4]=3[CH:5]=[N:6][CH:7]=2)=[CH:21][CH:20]=1. (3) Given the reactants [CH3:1][N:2]1[C:6]2[CH:7]=[C:8]([C:11](=[O:20])[CH2:12][C:13]3[CH:18]=[CH:17][CH:16]=[C:15]([CH3:19])[N:14]=3)[CH:9]=[CH:10][C:5]=2[N:4]=[N:3]1.Br.O.C(=O)([O-])[OH:24].[Na+], predict the reaction product. The product is: [CH3:1][N:2]1[C:6]2[CH:7]=[C:8]([C:11](=[O:20])[C:12]([C:13]3[CH:18]=[CH:17][CH:16]=[C:15]([CH3:19])[N:14]=3)=[O:24])[CH:9]=[CH:10][C:5]=2[N:4]=[N:3]1. (4) Given the reactants Cl[C:2]1[C:3]2[N:4]([CH:27]=[C:28]([CH2:30][OH:31])[N:29]=2)[C:5]([C:8]2[CH:9]=[CH:10][C:11]([N:14]3[CH2:19][CH2:18][N:17]([C:20]([O:22][C:23]([CH3:26])([CH3:25])[CH3:24])=[O:21])[CH2:16][CH2:15]3)=[N:12][CH:13]=2)=[CH:6][N:7]=1.[NH:32]1[CH2:37][CH2:36][NH:35][CH2:34][C:33]1=[O:38].C([O-])([O-])=O.[K+].[K+].CCOC(C)=O, predict the reaction product. The product is: [OH:31][CH2:30][C:28]1[N:29]=[C:3]2[C:2]([N:35]3[CH2:36][CH2:37][NH:32][C:33](=[O:38])[CH2:34]3)=[N:7][CH:6]=[C:5]([C:8]3[CH:9]=[CH:10][C:11]([N:14]4[CH2:15][CH2:16][N:17]([C:20]([O:22][C:23]([CH3:26])([CH3:25])[CH3:24])=[O:21])[CH2:18][CH2:19]4)=[N:12][CH:13]=3)[N:4]2[CH:27]=1. (5) The product is: [ClH:28].[F:1][C:2]1[CH:26]=[C:25]([F:27])[CH:24]=[CH:23][C:3]=1[CH2:4][CH2:5][N:6]1[CH2:7][CH2:8][N:9]([C:12]([C:14]2[C:15]3[N:16]([CH:20]=[CH:21][N:22]=3)[CH:17]=[CH:18][CH:19]=2)=[O:13])[CH2:10][CH2:11]1. Given the reactants [F:1][C:2]1[CH:26]=[C:25]([F:27])[CH:24]=[CH:23][C:3]=1[CH2:4][CH2:5][N:6]1[CH2:11][CH2:10][N:9]([C:12]([C:14]2[C:15]3[N:16]([CH:20]=[CH:21][N:22]=3)[CH:17]=[CH:18][CH:19]=2)=[O:13])[CH2:8][CH2:7]1.[ClH:28], predict the reaction product.